Task: Predict the reactants needed to synthesize the given product.. Dataset: Full USPTO retrosynthesis dataset with 1.9M reactions from patents (1976-2016) (1) Given the product [O:16]=[C:13]1[N:12]=[C:11]([NH:5][C@@H:4]([C:3]([N:2]([CH3:9])[CH3:1])=[O:8])[CH2:6][OH:7])[CH2:15][S:14]1, predict the reactants needed to synthesize it. The reactants are: [CH3:1][N:2]([CH3:9])[C:3](=[O:8])[C@@H:4]([CH2:6][OH:7])[NH2:5].S=[C:11]1[CH2:15][S:14][C:13](=[O:16])[NH:12]1. (2) Given the product [CH3:1][C:2]1[CH:3]=[CH:4][C:5]([S:8]([N:11]2[CH2:17][CH2:16][C:15]3[CH:18]=[CH:19][C:20]([NH2:22])=[CH:21][C:14]=3[CH2:13][CH2:12]2)(=[O:10])=[O:9])=[CH:6][CH:7]=1, predict the reactants needed to synthesize it. The reactants are: [CH3:1][C:2]1[CH:7]=[CH:6][C:5]([S:8]([N:11]2[CH2:17][CH2:16][C:15]3[CH:18]=[CH:19][C:20]([N+:22]([O-])=O)=[CH:21][C:14]=3[CH2:13][CH2:12]2)(=[O:10])=[O:9])=[CH:4][CH:3]=1. (3) Given the product [CH2:1]([N:3]([CH2:16][CH3:17])[C:4](=[O:15])[C:5]1[CH:10]=[CH:9][C:8]([NH:22][CH2:21][CH2:20][O:19][CH3:18])=[C:7]([N+:12]([O-:14])=[O:13])[CH:6]=1)[CH3:2], predict the reactants needed to synthesize it. The reactants are: [CH2:1]([N:3]([CH2:16][CH3:17])[C:4](=[O:15])[C:5]1[CH:10]=[CH:9][C:8](F)=[C:7]([N+:12]([O-:14])=[O:13])[CH:6]=1)[CH3:2].[CH3:18][O:19][CH2:20][CH2:21][NH2:22]. (4) Given the product [C:1]([NH:4][C:5]1[CH:6]=[CH:7][C:8]([C:11]2[C:20]3[C:15](=[CH:16][CH:17]=[C:18]([S:21][CH3:22])[CH:19]=3)[CH2:14][NH:13][N:12]=2)=[CH:9][CH:10]=1)(=[O:3])[CH3:2], predict the reactants needed to synthesize it. The reactants are: [C:1]([NH:4][C:5]1[CH:10]=[CH:9][C:8]([C:11]2[C:20]3[C:15](=[CH:16][CH:17]=[C:18]([S:21][CH3:22])[CH:19]=3)[CH:14]=[N:13][N:12]=2)=[CH:7][CH:6]=1)(=[O:3])[CH3:2].[BH3-]C#N.[Na+].O.C([O-])(O)=O.[Na+]. (5) Given the product [CH:41]1[CH:40]=[C:39]2[CH:38]=[CH:37][C:36]([OH:45])=[C:35]([C:34]3[C:28]4[C:29](=[CH:30][CH:25]=[CH:26][CH:27]=4)[CH:31]=[CH:32][C:33]=3[OH:46])[C:44]2=[CH:43][CH:42]=1.[CH3:1][C:2]1[C:7]([O:8][CH3:9])=[C:6]([CH3:10])[C:5]([CH2:11][S@@:12]([C:13]2[NH:21][C:20]3[CH:19]=[C:18]([O:22][CH3:23])[CH:17]=[CH:16][C:15]=3[N:14]=2)=[O:24])=[N:4][CH:3]=1, predict the reactants needed to synthesize it. The reactants are: [CH3:1][C:2]1[CH:3]=[N:4][C:5]([CH2:11][S+:12]([O-:24])[C:13]2[NH:14][C:15]3[CH:16]=[CH:17][C:18]([O:22][CH3:23])=[CH:19][C:20]=3[N:21]=2)=[C:6]([CH3:10])[C:7]=1[O:8][CH3:9].[CH:25]1[CH:30]=[C:29]2[CH:31]=[CH:32][C:33]([OH:46])=[C:34]([C:35]3[C:44]4[C:39](=[CH:40][CH:41]=[CH:42][CH:43]=4)[CH:38]=[CH:37][C:36]=3[OH:45])[C:28]2=[CH:27][CH:26]=1. (6) Given the product [CH3:1][O:2][C:3]([NH:5][C@H:6]([C:58]1[CH:59]=[CH:60][CH:61]=[CH:62][CH:63]=1)[C:7]([N:9]1[CH2:13][CH2:12][CH2:11][C@H:10]1[C:14]1[NH:18][C:17]2[C:19]3[C:24]([CH:25]=[CH:26][C:16]=2[N:15]=1)=[CH:23][C:22]([C:27]1[CH:28]=[C:29]2[C:34](=[CH:35][CH:36]=1)[CH:33]=[C:32]([C:37]1[NH:41][C:40]([C@@H:42]4[CH2:46][CH2:45][CH2:44][N:43]4[C:47](=[O:57])[C@@H:48]([NH:52][C:53](=[O:56])[O:54][CH3:55])[CH:49]4[CH2:51][CH2:66][O:65][CH2:64][CH2:50]4)=[N:39][CH:38]=1)[CH:31]=[CH:30]2)=[CH:21][CH:20]=3)=[O:8])=[O:4], predict the reactants needed to synthesize it. The reactants are: [CH3:1][O:2][C:3]([NH:5][C@H:6]([C:58]1[CH:63]=[CH:62][CH:61]=[CH:60][CH:59]=1)[C:7]([N:9]1[CH2:13][CH2:12][CH2:11][C@H:10]1[C:14]1[NH:18][C:17]2[C:19]3[C:24]([CH:25]=[CH:26][C:16]=2[N:15]=1)=[CH:23][C:22]([C:27]1[CH:28]=[C:29]2[C:34](=[CH:35][CH:36]=1)[CH:33]=[C:32]([C:37]1[NH:41][C:40]([C@@H:42]4[CH2:46][CH2:45][CH2:44][N:43]4[C:47](=[O:57])[C@@H:48]([NH:52][C:53](=[O:56])[O:54][CH3:55])[CH:49]([CH3:51])[CH3:50])=[N:39][CH:38]=1)[CH:31]=[CH:30]2)=[CH:21][CH:20]=3)=[O:8])=[O:4].[CH3:64][O:65][C:66](N[C@H](C1C=CC=CC=1)C(N1CCC[C@H]1C1NC2C3C(CCC=2N=1)=CC(C1C=C2C(=CC=1)C=C(C1NC([C@@H]4CCCN4C(=O)[C@@H](NC(=O)OC)C(C)C)=NC=1)C=C2)=CC=3)=O)=O. (7) Given the product [N:48]1[C:49]2[C:44](=[C:43]([NH:42][C:32]([CH2:33][CH2:34][CH2:35][CH2:36][C:37]([NH:1][CH2:2][C:3]([OH:5])=[O:4])=[O:38])=[O:40])[CH:56]=[C:55]3[C:50]=2[N:51]=[CH:52][CH:53]=[CH:54]3)[CH:45]=[CH:46][CH:47]=1, predict the reactants needed to synthesize it. The reactants are: [NH:1](C(OCC1C2C(=CC=CC=2)C2C1=CC=CC=2)=O)[CH2:2][C:3]([OH:5])=[O:4].CCN(C(C)C)C(C)C.[C:32](Cl)(=[O:40])[CH2:33][CH2:34][CH2:35][CH2:36][C:37](Cl)=[O:38].[NH2:42][C:43]1[CH:56]=[C:55]2[C:50]([N:51]=[CH:52][CH:53]=[CH:54]2)=[C:49]2[C:44]=1[CH:45]=[CH:46][CH:47]=[N:48]2. (8) Given the product [Cl:1][C:2]1[CH:3]=[CH:4][C:5]([S:27]([CH2:30][CH3:31])(=[O:28])=[O:29])=[C:6]([CH2:8][NH:9][C:10]([C:11]2[CH:16]=[C:15]([C:17]([F:20])([F:18])[F:19])[C:14]([CH2:21][N:35]3[CH2:36][CH2:37][N:32]([C:38]([O:40][C:41]([CH3:44])([CH3:43])[CH3:42])=[O:39])[CH2:33][CH2:34]3)=[C:13]([CH:23]3[CH2:24][CH2:25]3)[CH:12]=2)=[O:26])[CH:7]=1, predict the reactants needed to synthesize it. The reactants are: [Cl:1][C:2]1[CH:3]=[CH:4][C:5]([S:27]([CH2:30][CH3:31])(=[O:29])=[O:28])=[C:6]([CH2:8][NH:9][C:10](=[O:26])[C:11]2[CH:16]=[C:15]([C:17]([F:20])([F:19])[F:18])[C:14]([CH:21]=O)=[C:13]([CH:23]3[CH2:25][CH2:24]3)[CH:12]=2)[CH:7]=1.[N:32]1([C:38]([O:40][C:41]([CH3:44])([CH3:43])[CH3:42])=[O:39])[CH2:37][CH2:36][NH:35][CH2:34][CH2:33]1. (9) Given the product [ClH:32].[N:11]1([C:14]2[CH:22]=[CH:21][CH:20]=[C:19]3[C:15]=2[CH:16]=[CH:17][N:18]3[S:29]([C:25]2[CH:24]=[N:23][CH:28]=[CH:27][CH:26]=2)(=[O:31])=[O:30])[CH2:10][CH2:9][NH:8][CH2:13][CH2:12]1, predict the reactants needed to synthesize it. The reactants are: C([N:8]1[CH2:13][CH2:12][N:11]([C:14]2[CH:22]=[CH:21][CH:20]=[C:19]3[C:15]=2[CH:16]=[CH:17][NH:18]3)[CH2:10][CH2:9]1)(OC(C)(C)C)=O.[N:23]1[CH:28]=[CH:27][CH:26]=[C:25]([S:29]([Cl:32])(=[O:31])=[O:30])[CH:24]=1. (10) Given the product [Cl:1][C:2]1[CH:20]=[C:19]2[C:5]([C:6](=[O:22])[C:7](=[O:21])[C:8]3[S:18][CH2:17][C:11]4([CH2:16][CH2:15][N:14]([CH2:32][C@@H:30]([OH:31])[CH2:23][C:24]5[CH:29]=[CH:28][CH:27]=[CH:26][CH:25]=5)[CH2:13][CH2:12]4)[O:10][C:9]=32)=[CH:4][CH:3]=1, predict the reactants needed to synthesize it. The reactants are: [Cl:1][C:2]1[CH:20]=[C:19]2[C:5]([C:6](=[O:22])[C:7](=[O:21])[C:8]3[S:18][CH2:17][C:11]4([CH2:16][CH2:15][NH:14][CH2:13][CH2:12]4)[O:10][C:9]=32)=[CH:4][CH:3]=1.[CH2:23]([C@H:30]1[CH2:32][O:31]1)[C:24]1[CH:29]=[CH:28][CH:27]=[CH:26][CH:25]=1.